This data is from Reaction yield outcomes from USPTO patents with 853,638 reactions. The task is: Predict the reaction yield, written as a fraction of the theoretical maximum amount of product (1.0 means a 100% yield; for example, 0.34 means a 34% yield). (1) The reactants are Cl[CH2:2][CH2:3][C:4]([C:6]1[CH:11]=[CH:10][C:9]([F:12])=[CH:8][CH:7]=1)=[O:5].C([O-])([O-])=O.[K+].[K+].[CH3:19][C:20]([CH3:25])([CH3:24])[C@@H:21]([NH2:23])[CH3:22]. The catalyst is C(#N)C. The product is [CH3:19][C:20]([CH3:25])([CH3:24])[C@@H:21]([NH:23][CH2:2][CH2:3][C:4]([C:6]1[CH:11]=[CH:10][C:9]([F:12])=[CH:8][CH:7]=1)=[O:5])[CH3:22]. The yield is 0.940. (2) The reactants are [OH:1][C:2]1[CH:19]=[CH:18][CH:17]=[CH:16][C:3]=1[CH2:4][N:5]([CH2:13][CH2:14][CH3:15])C(=O)OC(C)(C)C.Cl. The catalyst is CO. The product is [CH2:13]([NH:5][CH2:4][C:3]1[CH:16]=[CH:17][CH:18]=[CH:19][C:2]=1[OH:1])[CH2:14][CH3:15]. The yield is 0.900. (3) The reactants are [Br:1][C:2]1[C:11]2[C:6](=CC=CC=2)[CH:5]=[CH:4][CH:3]=1.[CH2:12]([Li])[CH2:13][CH2:14][CH3:15].Br[C:18]1(OC)[CH:25]=[CH:24][C:21]([CH:22]=[O:23])=[CH:20][CH2:19]1.C[CH2:29][O:30]CC. The catalyst is C1COCC1.C(Cl)Cl. The product is [Br:1][C:2]1[CH:3]=[CH:4][C:5]([O:30][CH3:29])=[C:6]([CH:22]([C:21]2[C:20]3[C:19](=[CH:12][CH:13]=[CH:14][CH:15]=3)[CH:18]=[CH:25][CH:24]=2)[OH:23])[CH:11]=1. The yield is 0.882. (4) The product is [Br:1][C:2]1[CH:3]=[N:4][C:5]([CH2:8][Br:16])=[N:6][CH:7]=1. The yield is 0.480. The reactants are [Br:1][C:2]1[CH:3]=[N:4][C:5]([CH3:8])=[N:6][CH:7]=1.C1C(=O)N([Br:16])C(=O)C1.C(OOC(=O)C1C=CC=CC=1)(=O)C1C=CC=CC=1. The catalyst is ClC(Cl)(Cl)Cl. (5) The reactants are [C:1]([N:18]1[CH2:24][CH2:23][CH2:22][C@H:19]1[CH2:20][OH:21])([O:3][CH2:4][CH:5]1[C:17]2[C:12](=[CH:13][CH:14]=[CH:15][CH:16]=2)[C:11]2[C:6]1=[CH:7][CH:8]=[CH:9][CH:10]=2)=[O:2].NCCCC[OH:30].[OH:31]N1C2C=CC=CC=2N=N1.C1(N=C=NC2CCCCC2)CCCCC1. The catalyst is C(#N)C. The product is [C:1]([N-:18][OH:30])([O:3][CH2:4][CH:5]1[C:17]2[C:12](=[CH:13][CH:14]=[CH:15][CH:16]=2)[C:11]2[C:6]1=[CH:7][CH:8]=[CH:9][CH:10]=2)=[O:2].[NH:18]1[CH2:24][CH2:23][CH2:22][C@H:19]1[C:20]([OH:21])=[O:31]. The yield is 0.840. (6) The reactants are CC1C=CC(S(O[CH2:12][CH:13]2[CH2:17][C:16]3[CH:18]=[CH:19][CH:20]=[C:21]([C:22]4[CH:27]=[CH:26][CH:25]=[C:24]([CH3:28])[C:23]=4[CH3:29])[C:15]=3[O:14]2)(=O)=O)=CC=1.[N-:30]=[N+]=[N-].[Na+].N(CC1CC2C=C(Cl)C=C(C3C=CSC=3)C=2O1)=[N+]=[N-].N(CC1CC2C=CCC(C3C=CC=C(Cl)C=3Cl)(N)C=2O1)=[N+]=[N-].C1(P(C2C=CC=CC=2)C2C=CC=CC=2)C=CC=CC=1.Cl. The catalyst is O1CCCC1.C(O)(C)C. The product is [CH3:29][C:23]1[C:24]([CH3:28])=[CH:25][CH:26]=[CH:27][C:22]=1[C:21]1[C:15]2[O:14][CH:13]([CH2:12][NH2:30])[CH2:17][C:16]=2[CH:18]=[CH:19][CH:20]=1. The yield is 0.540.